Dataset: Full USPTO retrosynthesis dataset with 1.9M reactions from patents (1976-2016). Task: Predict the reactants needed to synthesize the given product. (1) The reactants are: C(O[C:4]1([C:15]([F:18])([F:17])[F:16])[CH:6]([CH2:7][CH2:8][C:9]2[CH:14]=[CH:13][CH:12]=[CH:11][CH:10]=2)[O:5]1)C.[O:19]1[CH2:24][CH2:23][NH:22][C:21]2[CH:25]=[CH:26][CH:27]=[CH:28][C:20]1=2. Given the product [CH2:7]([CH:6]1[C:4]([C:15]([F:16])([F:17])[F:18])([OH:5])[C:25]2[C:21]3=[C:20]([O:19][CH2:24][CH2:23][N:22]13)[CH:28]=[CH:27][CH:26]=2)[CH2:8][C:9]1[CH:10]=[CH:11][CH:12]=[CH:13][CH:14]=1, predict the reactants needed to synthesize it. (2) Given the product [CH3:9][C@H:7]1[CH2:6][C:4](=[O:5])[CH2:3][C@@H:2]([CH3:1])[O:8]1, predict the reactants needed to synthesize it. The reactants are: [CH3:1][C:2]1[O:8][C:7]([CH3:9])=[CH:6][C:4](=[O:5])[CH:3]=1.[H][H]. (3) Given the product [Cl:27][C:5]1[C:6]([NH:8][CH:9]2[CH2:26][CH2:25][C:12]3([CH2:13][CH2:14][NH:15][CH2:16][CH2:17]3)[CH2:11][CH2:10]2)=[N:7][C:2]([NH:35][C:33]2[C:32]([CH3:36])=[N:31][N:30]([CH3:29])[CH:34]=2)=[N:3][CH:4]=1, predict the reactants needed to synthesize it. The reactants are: Cl[C:2]1[N:7]=[C:6]([NH:8][CH:9]2[CH2:26][CH2:25][C:12]3([CH2:17][CH2:16][N:15](C(OC(C)(C)C)=O)[CH2:14][CH2:13]3)[CH2:11][CH2:10]2)[C:5]([Cl:27])=[CH:4][N:3]=1.Cl.[CH3:29][N:30]1[CH:34]=[C:33]([NH2:35])[C:32]([CH3:36])=[N:31]1.FC(F)(F)C(O)=O. (4) The reactants are: C([O:3][C:4]([C:6]1[C:7]([C:12]2[CH:17]=[CH:16][C:15]([Cl:18])=[CH:14][CH:13]=2)=[N:8][O:9][C:10]=1[CH3:11])=O)C.C(OC(C1C(C2C=CC=C(F)C=2)=NOC=1C)=O)C. Given the product [Cl:18][C:15]1[CH:14]=[CH:13][C:12]([C:7]2[C:6]([CH2:4][OH:3])=[C:10]([CH3:11])[O:9][N:8]=2)=[CH:17][CH:16]=1, predict the reactants needed to synthesize it. (5) Given the product [CH2:11]([N:18]1[CH2:22][C@H:21]([C:23]2[CH:28]=[CH:27][CH:26]=[CH:25][CH:24]=2)[C@@H:20]([CH:29]=[O:30])[CH2:19]1)[C:12]1[CH:13]=[CH:14][CH:15]=[CH:16][CH:17]=1, predict the reactants needed to synthesize it. The reactants are: CS(C)=O.C(Cl)(=O)C(Cl)=O.[CH2:11]([N:18]1[CH2:22][C@H:21]([C:23]2[CH:28]=[CH:27][CH:26]=[CH:25][CH:24]=2)[C@@H:20]([CH2:29][OH:30])[CH2:19]1)[C:12]1[CH:17]=[CH:16][CH:15]=[CH:14][CH:13]=1.C(N(CC)CC)C. (6) Given the product [F:8][C:6]1[CH:5]=[CH:4][C:3]([N+:9]([O-:11])=[O:10])=[C:2]([N:12]2[CH2:17][CH2:16][O:15][CH2:14][CH2:13]2)[CH:7]=1.[F:1][C:2]1[CH:7]=[C:6]([N:12]2[CH2:17][CH2:16][O:15][CH2:14][CH2:13]2)[CH:5]=[CH:4][C:3]=1[N+:9]([O-:11])=[O:10], predict the reactants needed to synthesize it. The reactants are: [F:1][C:2]1[CH:7]=[C:6]([F:8])[CH:5]=[CH:4][C:3]=1[N+:9]([O-:11])=[O:10].[NH:12]1[CH2:17][CH2:16][O:15][CH2:14][CH2:13]1.